From a dataset of Catalyst prediction with 721,799 reactions and 888 catalyst types from USPTO. Predict which catalyst facilitates the given reaction. (1) Reactant: Br[C:2]1[CH:3]=[CH:4][C:5]2[S:20][C:8]3[CH2:9][N:10]([C:13]([O:15][C:16]([CH3:19])([CH3:18])[CH3:17])=[O:14])[CH2:11][CH2:12][C:7]=3[C:6]=2[CH:21]=1.[CH2:22]([O:29][C:30]1[CH:35]=[CH:34][NH:33][C:32](=[O:36])[CH:31]=1)[C:23]1[CH:28]=[CH:27][CH:26]=[CH:25][CH:24]=1.OC1C=CC=C2C=1N=CC=C2.C([O-])([O-])=O.[K+].[K+]. Product: [CH2:22]([O:29][C:30]1[CH:35]=[CH:34][N:33]([C:2]2[CH:3]=[CH:4][C:5]3[S:20][C:8]4[CH2:9][N:10]([C:13]([O:15][C:16]([CH3:19])([CH3:18])[CH3:17])=[O:14])[CH2:11][CH2:12][C:7]=4[C:6]=3[CH:21]=2)[C:32](=[O:36])[CH:31]=1)[C:23]1[CH:24]=[CH:25][CH:26]=[CH:27][CH:28]=1. The catalyst class is: 156. (2) Reactant: Cl.Cl.[Br:3][C:4]1[CH:5]=[CH:6][C:7]([NH:13]N)=[C:8]([CH:12]=1)[C:9]([OH:11])=[O:10].O=[C:16]1[CH2:21][CH2:20][CH2:19][CH:18]([C:22]([O:24][CH2:25][CH3:26])=[O:23])[CH2:17]1. Product: [Br:3][C:4]1[CH:5]=[C:6]2[C:7](=[C:8]([C:9]([OH:11])=[O:10])[CH:12]=1)[NH:13][C:16]1[CH2:17][CH:18]([C:22]([O:24][CH2:25][CH3:26])=[O:23])[CH2:19][CH2:20][C:21]2=1. The catalyst class is: 52. (3) Reactant: Cl.[CH:2]([CH:15]1[C:20](=[O:21])[CH2:19][CH2:18][NH:17][CH2:16]1)([C:9]1[CH:14]=[CH:13][CH:12]=[CH:11][CH:10]=1)[C:3]1[CH:8]=[CH:7][CH:6]=[CH:5][CH:4]=1.Br[CH2:23][C:24]1[CH:29]=[CH:28][C:27]([CH2:30][C:31]([O:33][CH2:34][C:35](=[O:42])[C:36]2[CH:41]=[CH:40][CH:39]=[CH:38][CH:37]=2)=[O:32])=[CH:26][CH:25]=1.C(=O)([O-])[O-].[K+].[K+]. The catalyst class is: 9. Product: [CH:2]([CH:15]1[C:20](=[O:21])[CH2:19][CH2:18][N:17]([CH2:23][C:24]2[CH:29]=[CH:28][C:27]([CH2:30][C:31]([O:33][CH2:34][C:35](=[O:42])[C:36]3[CH:37]=[CH:38][CH:39]=[CH:40][CH:41]=3)=[O:32])=[CH:26][CH:25]=2)[CH2:16]1)([C:9]1[CH:14]=[CH:13][CH:12]=[CH:11][CH:10]=1)[C:3]1[CH:4]=[CH:5][CH:6]=[CH:7][CH:8]=1. (4) Reactant: [CH3:1][C:2]1[CH2:3][CH2:4][C:5](=[O:22])[NH:6][C@H:7]([C:16]2[CH:21]=[CH:20][CH:19]=[CH:18][CH:17]=2)[CH2:8][O:9][C:10](=[O:15])[C@H:11]([CH3:14])[CH2:12][CH:13]=1. Product: [CH3:1][CH:2]1[CH2:13][CH2:12][C@@H:11]([CH3:14])[C:10](=[O:15])[O:9][CH2:8][C@@H:7]([C:16]2[CH:21]=[CH:20][CH:19]=[CH:18][CH:17]=2)[NH:6][C:5](=[O:22])[CH2:4][CH2:3]1. The catalyst class is: 123.